From a dataset of Catalyst prediction with 721,799 reactions and 888 catalyst types from USPTO. Predict which catalyst facilitates the given reaction. Reactant: [Cl:1][C:2]1[CH:3]=[CH:4][C:5]([OH:32])=[C:6]([C:8]2[CH:9]=[CH:10][C:11]3[O:15][N:14]=[C:13]([N:16]([C:24]([O:26][C:27]([CH3:30])([CH3:29])[CH3:28])=[O:25])[C:17]([O:19][C:20]([CH3:23])([CH3:22])[CH3:21])=[O:18])[C:12]=3[CH:31]=2)[CH:7]=1.[Br:33]N1C(=O)CCC1=O. Product: [Br:33][C:4]1[C:5]([OH:32])=[C:6]([C:8]2[CH:9]=[CH:10][C:11]3[O:15][N:14]=[C:13]([N:16]([C:24]([O:26][C:27]([CH3:30])([CH3:29])[CH3:28])=[O:25])[C:17]([O:19][C:20]([CH3:23])([CH3:21])[CH3:22])=[O:18])[C:12]=3[CH:31]=2)[CH:7]=[C:2]([Cl:1])[CH:3]=1. The catalyst class is: 10.